The task is: Regression. Given two drug SMILES strings and cell line genomic features, predict the synergy score measuring deviation from expected non-interaction effect.. This data is from NCI-60 drug combinations with 297,098 pairs across 59 cell lines. (1) Drug 1: CC1=C2C(C(=O)C3(C(CC4C(C3C(C(C2(C)C)(CC1OC(=O)C(C(C5=CC=CC=C5)NC(=O)OC(C)(C)C)O)O)OC(=O)C6=CC=CC=C6)(CO4)OC(=O)C)OC)C)OC. Drug 2: C(CC(=O)O)C(=O)CN.Cl. Cell line: MCF7. Synergy scores: CSS=46.1, Synergy_ZIP=7.68, Synergy_Bliss=8.06, Synergy_Loewe=-16.0, Synergy_HSA=8.40. (2) Drug 1: C1CCC(CC1)NC(=O)N(CCCl)N=O. Drug 2: CCC(=C(C1=CC=CC=C1)C2=CC=C(C=C2)OCCN(C)C)C3=CC=CC=C3.C(C(=O)O)C(CC(=O)O)(C(=O)O)O. Cell line: CAKI-1. Synergy scores: CSS=35.4, Synergy_ZIP=-9.52, Synergy_Bliss=-0.376, Synergy_Loewe=0.988, Synergy_HSA=3.85. (3) Cell line: SF-295. Synergy scores: CSS=8.19, Synergy_ZIP=-2.44, Synergy_Bliss=1.83, Synergy_Loewe=-7.39, Synergy_HSA=0.0832. Drug 1: CCCCCOC(=O)NC1=NC(=O)N(C=C1F)C2C(C(C(O2)C)O)O. Drug 2: CC1CCC2CC(C(=CC=CC=CC(CC(C(=O)C(C(C(=CC(C(=O)CC(OC(=O)C3CCCCN3C(=O)C(=O)C1(O2)O)C(C)CC4CCC(C(C4)OC)OCCO)C)C)O)OC)C)C)C)OC.